This data is from Full USPTO retrosynthesis dataset with 1.9M reactions from patents (1976-2016). The task is: Predict the reactants needed to synthesize the given product. (1) Given the product [CH3:8][C@@:7]12[CH:6]([O:5][C:1]([CH:2]=[CH2:3])=[O:4])[CH2:32][C@@H:31]([C:35]1([CH3:36])[CH3:34])[CH2:30][CH2:9]2, predict the reactants needed to synthesize it. The reactants are: [C:1]([O:5][CH2:6][CH:7]([CH3:9])[CH3:8])(=[O:4])[CH:2]=[CH2:3].C(OCC1C=CC=CC=1)(=O)C=C.C(OCCO)(=O)C=C.[CH3:30][C@@:31]12C(C(C([O-])=O)=C)C[C@H:34]([C:35]1(C)[CH3:36])C[CH2:32]2.C(#N)C=C. (2) Given the product [O:69]1[C:70]2[CH:76]=[CH:75][CH:74]=[CH:73][C:71]=2[N:72]=[C:68]1[S:67][CH2:26][CH2:27][N:28]1[CH2:29][CH2:30][N:31]([CH2:34][C:35]([NH:37][C:38]2[C:39]([N:51]3[CH2:56][CH2:55][O:54][CH2:53][CH2:52]3)=[N:40][C:41]([CH3:50])=[CH:42][C:43]=2[N:44]2[CH2:45][CH2:46][O:47][CH2:48][CH2:49]2)=[O:36])[CH2:32][CH2:33]1, predict the reactants needed to synthesize it. The reactants are: OCCN1CCN(CC(NC2C(SC)=NC(C)=CC=2SC)=O)CC1.O[CH2:26][CH2:27][N:28]1[CH2:33][CH2:32][N:31]([CH2:34][C:35]([NH:37][C:38]2[C:39]([N:51]3[CH2:56][CH2:55][O:54][CH2:53][CH2:52]3)=[N:40][C:41]([CH3:50])=[CH:42][C:43]=2[N:44]2[CH2:49][CH2:48][O:47][CH2:46][CH2:45]2)=[O:36])[CH2:30][CH2:29]1.SC1NC2C=CC=CC=2N=1.[SH:67][C:68]1[O:69][C:70]2[CH:76]=[CH:75][CH:74]=[CH:73][C:71]=2[N:72]=1. (3) Given the product [Br:1][C:2]1[S:6][C:5]([C:7]2[N:8]=[C:15]([O-:17])[C:11]3[CH2:12][CH2:13][CH2:14][C:10]=3[N:9]=2)=[CH:4][CH:3]=1.[K+:24], predict the reactants needed to synthesize it. The reactants are: [Br:1][C:2]1[S:6][C:5]([C:7]#[N:8])=[CH:4][CH:3]=1.[NH2:9][C:10]1[CH2:14][CH2:13][CH2:12][C:11]=1[C:15]([O:17]C)=O.CC([O-])(C)C.[K+:24]. (4) Given the product [CH3:3][C:4]1[N:8]2[C:9]3[CH:15]=[C:14]([CH3:16])[N:13]([CH2:19][C:20]4[CH:21]=[N:22][CH:23]=[CH:24][CH:25]=4)[C:10]=3[CH:11]=[CH:12][C:7]2=[N:6][N:5]=1, predict the reactants needed to synthesize it. The reactants are: [H-].[Na+].[CH3:3][C:4]1[N:8]2[C:9]3[CH:15]=[C:14]([CH3:16])[NH:13][C:10]=3[CH:11]=[CH:12][C:7]2=[N:6][N:5]=1.Br.Br[CH2:19][C:20]1[CH:21]=[N:22][CH:23]=[CH:24][CH:25]=1. (5) Given the product [O:26]=[C:25]1[C:24]([CH:23]([NH:22][C:19](=[O:21])[CH3:20])[CH3:31])=[N:17][N:15]=[C:13]([CH2:12][C:8]2[CH:7]=[C:6]3[C:11](=[CH:10][CH:9]=2)[N:2]=[CH:3][CH:4]=[CH:5]3)[NH:14]1, predict the reactants needed to synthesize it. The reactants are: Cl.[N:2]1[C:11]2[C:6](=[CH:7][C:8]([CH2:12][C:13]([NH2:15])=[NH:14])=[CH:9][CH:10]=2)[CH:5]=[CH:4][CH:3]=1.O.[NH2:17]N.[C:19]([NH:22][CH:23]([CH3:31])[C:24](=O)[C:25](OCC)=[O:26])(=[O:21])[CH3:20].